Regression. Given two drug SMILES strings and cell line genomic features, predict the synergy score measuring deviation from expected non-interaction effect. From a dataset of NCI-60 drug combinations with 297,098 pairs across 59 cell lines. (1) Drug 1: C1CN1C2=NC(=NC(=N2)N3CC3)N4CC4. Drug 2: N.N.Cl[Pt+2]Cl. Cell line: HT29. Synergy scores: CSS=43.5, Synergy_ZIP=-8.47, Synergy_Bliss=-2.85, Synergy_Loewe=-0.0670, Synergy_HSA=0.345. (2) Drug 1: C1CCC(CC1)NC(=O)N(CCCl)N=O. Drug 2: COC1=NC(=NC2=C1N=CN2C3C(C(C(O3)CO)O)O)N. Cell line: U251. Synergy scores: CSS=9.61, Synergy_ZIP=-4.47, Synergy_Bliss=8.54, Synergy_Loewe=-7.25, Synergy_HSA=5.27. (3) Drug 1: CC1CCC2CC(C(=CC=CC=CC(CC(C(=O)C(C(C(=CC(C(=O)CC(OC(=O)C3CCCCN3C(=O)C(=O)C1(O2)O)C(C)CC4CCC(C(C4)OC)O)C)C)O)OC)C)C)C)OC. Drug 2: N.N.Cl[Pt+2]Cl. Cell line: NCIH23. Synergy scores: CSS=64.3, Synergy_ZIP=-0.0166, Synergy_Bliss=-1.02, Synergy_Loewe=1.20, Synergy_HSA=4.15. (4) Drug 1: CCCCC(=O)OCC(=O)C1(CC(C2=C(C1)C(=C3C(=C2O)C(=O)C4=C(C3=O)C=CC=C4OC)O)OC5CC(C(C(O5)C)O)NC(=O)C(F)(F)F)O. Drug 2: C(CCl)NC(=O)N(CCCl)N=O. Cell line: UO-31. Synergy scores: CSS=-0.285, Synergy_ZIP=-13.0, Synergy_Bliss=-26.3, Synergy_Loewe=-57.7, Synergy_HSA=-27.8.